From a dataset of Full USPTO retrosynthesis dataset with 1.9M reactions from patents (1976-2016). Predict the reactants needed to synthesize the given product. (1) The reactants are: [NH2:1][CH2:2][CH:3]1[CH2:8][CH2:7][C:6]2[C:9]3[C:14]([NH:15][C:16]4[CH:17]=[C:18]5[C:22](=[CH:23][CH:24]=4)[NH:21][N:20]=[CH:19]5)=[N:13][CH:12]=[N:11][C:10]=3[S:25][C:5]=2[CH2:4]1.O1CCCC1.[CH3:31][CH:32]([CH3:36])[C:33](Cl)=[O:34].C(N(CC)CC)C. Given the product [NH:21]1[C:22]2[C:18](=[CH:17][C:16]([NH:15][C:14]3[C:9]4[C:6]5[CH2:7][CH2:8][CH:3]([CH2:2][NH:1][C:33](=[O:34])[CH:32]([CH3:36])[CH3:31])[CH2:4][C:5]=5[S:25][C:10]=4[N:11]=[CH:12][N:13]=3)=[CH:24][CH:23]=2)[CH:19]=[N:20]1, predict the reactants needed to synthesize it. (2) Given the product [NH:8]1[C:16]2[C:11](=[CH:12][CH:13]=[CH:14][CH:15]=2)[C:10]([CH2:29][CH2:18][N:17]2[C:35]([CH2:36][CH2:19][C:20]3[C:28]4[C:23](=[CH:24][CH:25]=[CH:26][CH:27]=4)[NH:22][CH:21]=3)=[N:34][N:33]=[C:29]2[C@H:18]([NH:17][C:5](=[O:7])[C:2]([NH2:1])([CH3:4])[CH3:3])[CH2:19][C:20]2[C:28]3[C:23](=[CH:24][CH:25]=[CH:26][CH:27]=3)[NH:22][CH:21]=2)=[CH:9]1, predict the reactants needed to synthesize it. The reactants are: [NH2:1][C:2]([C:5]([OH:7])=O)([CH3:4])[CH3:3].[NH:8]1[C:16]2[C:11](=[CH:12][CH:13]=[CH:14][CH:15]=2)[CH:10]=[CH:9]1.[NH2:17][C@H:18]([C:29](O)=O)[CH2:19][C:20]1[C:28]2[C:23](=[CH:24][CH:25]=[CH:26][CH:27]=2)[NH:22][CH:21]=1.N1[CH:36]=[CH:35][N:34]=[N:33]1. (3) Given the product [C:1]([O:5][C:6](=[O:25])[N:7]([CH2:9][C:10]1[CH:14]=[C:13]([C:32]2[CH:31]=[CH:30][CH:29]=[C:28]([C:26]#[N:27])[CH:33]=2)[N:12]([S:16]([C:19]2[CH:20]=[N:21][CH:22]=[CH:23][CH:24]=2)(=[O:18])=[O:17])[CH:11]=1)[CH3:8])([CH3:4])([CH3:3])[CH3:2], predict the reactants needed to synthesize it. The reactants are: [C:1]([O:5][C:6](=[O:25])[N:7]([CH2:9][C:10]1[CH:14]=[C:13](Br)[N:12]([S:16]([C:19]2[CH:20]=[N:21][CH:22]=[CH:23][CH:24]=2)(=[O:18])=[O:17])[CH:11]=1)[CH3:8])([CH3:4])([CH3:3])[CH3:2].[C:26]([C:28]1[CH:29]=[C:30](B(O)O)[CH:31]=[CH:32][CH:33]=1)#[N:27].C(=O)([O-])[O-].[Na+].[Na+]. (4) The reactants are: C[Si](C)(C)CCOC[N:7]1[C:11]2[N:12]=[CH:13][N:14]=[C:15]([C:16]3[CH:17]=[N:18][N:19]([CH:21]([CH2:25][CH2:26][CH2:27][CH2:28][CH3:29])[CH2:22][C:23]#[N:24])[CH:20]=3)[C:10]=2[CH:9]=[CH:8]1.C(#N)C.O.F[B-](F)(F)F.[Li+].[OH-].[NH4+]. Given the product [N:12]1[C:11]2[NH:7][CH:8]=[CH:9][C:10]=2[C:15]([C:16]2[CH:17]=[N:18][N:19]([CH:21]([CH2:25][CH2:26][CH2:27][CH2:28][CH3:29])[CH2:22][C:23]#[N:24])[CH:20]=2)=[N:14][CH:13]=1, predict the reactants needed to synthesize it.